Task: Predict the reaction yield, written as a fraction of the theoretical maximum amount of product (1.0 means a 100% yield; for example, 0.34 means a 34% yield).. Dataset: Reaction yield outcomes from USPTO patents with 853,638 reactions (1) The reactants are [CH3:1][N:2]1[C:6]([C:7]([OH:9])=O)=[CH:5][N:4]=[N:3]1.CN(C)C=O.C(Cl)(=O)C(Cl)=O.[NH2:21][C:22]1[CH:23]=[C:24]([CH:41]=[CH:42][CH:43]=1)[O:25][C:26]1[CH:27]=[CH:28][C:29]2[N:30]([CH:32]=[C:33]([NH:35][C:36]([CH:38]3[CH2:40][CH2:39]3)=[O:37])[N:34]=2)[N:31]=1. The catalyst is CN(C)C(=O)C.O1CCCC1. The product is [CH:38]1([C:36]([NH:35][C:33]2[N:34]=[C:29]3[CH:28]=[CH:27][C:26]([O:25][C:24]4[CH:23]=[C:22]([NH:21][C:7]([C:6]5[N:2]([CH3:1])[N:3]=[N:4][CH:5]=5)=[O:9])[CH:43]=[CH:42][CH:41]=4)=[N:31][N:30]3[CH:32]=2)=[O:37])[CH2:39][CH2:40]1. The yield is 0.670. (2) The reactants are CS(C)(=O)=O.Cl.[C:7](Cl)(=[NH:9])[NH2:8].C([O:13][C:14]([C:16]1[C:24]2[C:19](=[CH:20][CH:21]=[CH:22][C:23]=2[Cl:25])[NH:18][C:17]=1[NH2:26])=O)C.O.N. The catalyst is C(Cl)(Cl)Cl.O. The product is [NH2:8][C:7]1[NH:9][C:14](=[O:13])[C:16]2[C:24]3[C:19](=[CH:20][CH:21]=[CH:22][C:23]=3[Cl:25])[NH:18][C:17]=2[N:26]=1. The yield is 0.780. (3) The reactants are [CH:1]1([C@@H:7]([NH:9][C:10]([C:12]2[C:21]3[C:16](=[CH:17][CH:18]=[CH:19][CH:20]=3)[N:15]=[C:14]([C:22]3[S:23][CH:24]=[CH:25][CH:26]=3)[C:13]=2[CH2:27][N:28]2[CH2:33][CH2:32][N:31]([CH2:34][CH2:35][C:36]([OH:38])=O)[C:30](=[O:39])[CH2:29]2)=[O:11])[CH3:8])[CH2:6][CH2:5][CH2:4][CH2:3][CH2:2]1.[NH:40]1[CH2:45][CH2:44][O:43][CH2:42][CH2:41]1. No catalyst specified. The product is [CH:1]1([C@@H:7]([NH:9][C:10]([C:12]2[C:21]3[C:16](=[CH:17][CH:18]=[CH:19][CH:20]=3)[N:15]=[C:14]([C:22]3[S:23][CH:24]=[CH:25][CH:26]=3)[C:13]=2[CH2:27][N:28]2[CH2:33][CH2:32][N:31]([CH2:34][CH2:35][C:36]([N:40]3[CH2:45][CH2:44][O:43][CH2:42][CH2:41]3)=[O:38])[C:30](=[O:39])[CH2:29]2)=[O:11])[CH3:8])[CH2:6][CH2:5][CH2:4][CH2:3][CH2:2]1. The yield is 0.840. (4) The reactants are [CH:1]([C:4]1[CH:9]=[CH:8][CH:7]=[C:6]([CH:10]([CH3:12])[CH3:11])[C:5]=1[NH:13][C:14](=[O:26])[C:15]([NH:17][C:18]1[CH:23]=[C:22]([CH3:24])[CH:21]=[CH:20][C:19]=1[OH:25])=[O:16])([CH3:3])[CH3:2].[CH2:27]1[CH:32]2[CH2:33][C:34]3(O)[CH2:36][CH:30]([CH2:31]2)[CH2:29][CH:28]1[CH2:35]3.OS(O)(=O)=O.C(OCC)(=O)C. The catalyst is C(Cl)Cl. The product is [CH:1]([C:4]1[CH:9]=[CH:8][CH:7]=[C:6]([CH:10]([CH3:12])[CH3:11])[C:5]=1[NH:13][C:14](=[O:26])[C:15]([NH:17][C:18]1[CH:23]=[C:22]([CH3:24])[CH:21]=[C:20]([C:28]23[CH2:29][CH:30]4[CH2:36][CH:34]([CH2:33][CH:32]([CH2:31]4)[CH2:27]2)[CH2:35]3)[C:19]=1[OH:25])=[O:16])([CH3:2])[CH3:3]. The yield is 0.480.